Dataset: Forward reaction prediction with 1.9M reactions from USPTO patents (1976-2016). Task: Predict the product of the given reaction. (1) Given the reactants S(=O)(=O)(O)[OH:2].[Br:6][C:7]1[CH:8]=[C:9]2[C:14](=[CH:15][CH:16]=1)[N:13]=[C:12]([C:17](Br)(Br)Br)[CH:11]=[CH:10]2.[OH2:21], predict the reaction product. The product is: [Br:6][C:7]1[CH:8]=[C:9]2[C:14](=[CH:15][CH:16]=1)[N:13]=[C:12]([C:17]([OH:2])=[O:21])[CH:11]=[CH:10]2. (2) Given the reactants CN(C(ON1N=NC2C=CC=NC1=2)=[N+](C)C)C.F[P-](F)(F)(F)(F)F.Cl.Cl.[Cl:27][C:28]1[C:29]([F:54])=[C:30]([NH:34][C:35]2[C:44]3[C:39](=[CH:40][C:41]([O:47][CH:48]4[CH2:53][CH2:52][NH:51][CH2:50][CH2:49]4)=[C:42]([O:45][CH3:46])[CH:43]=3)[N:38]=[CH:37][N:36]=2)[CH:31]=[CH:32][CH:33]=1.C(N(C(C)C)CC)(C)C.[O:64]1[C:68]([C:69](O)=[O:70])=[CH:67][CH:66]=[N:65]1, predict the reaction product. The product is: [Cl:27][C:28]1[C:29]([F:54])=[C:30]([NH:34][C:35]2[C:44]3[C:39](=[CH:40][C:41]([O:47][CH:48]4[CH2:53][CH2:52][N:51]([C:69]([C:68]5[O:64][N:65]=[CH:66][CH:67]=5)=[O:70])[CH2:50][CH2:49]4)=[C:42]([O:45][CH3:46])[CH:43]=3)[N:38]=[CH:37][N:36]=2)[CH:31]=[CH:32][CH:33]=1. (3) Given the reactants [OH:1][CH:2]1[CH:18]2[CH:9]([CH2:10][CH2:11][C:12]3[C:17]2([CH3:19])[CH2:16][CH2:15][C:14](=[O:20])[CH:13]=3)[CH:8]2[C:4]([CH3:24])([CH:5]([C:21](O)=[O:22])[CH2:6][CH2:7]2)[CH2:3]1.C[CH2:26][N:27]=[C:28]=NCCCN(C)C.Cl.CN1CCOCC1, predict the reaction product. The product is: [OH:1][C@@H:2]1[C@H:18]2[C@@H:9]([CH2:10][CH2:11][C:12]3[C@:17]2([CH3:19])[CH2:16][CH2:15][C:14](=[O:20])[CH:13]=3)[C@H:8]2[C@@:4]([CH3:24])([C@@H:5]([C:21]([N:27]([CH3:28])[CH3:26])=[O:22])[CH2:6][CH2:7]2)[CH2:3]1. (4) Given the reactants [CH3:1][O:2][C:3]([C@@H:5]([N:13]1[CH2:21][C:17]2[CH:18]=[CH:19][S:20][C:16]=2[CH2:15][CH2:14]1)[C:6]1[CH:7]=[CH:8][CH:9]=[CH:10][C:11]=1[Cl:12])=[O:4].[ClH:22], predict the reaction product. The product is: [CH3:1][O:2][C:3]([C@@H:5]([N:13]1[CH2:21][C:17]2[CH:18]=[CH:19][S:20][C:16]=2[CH2:15][CH2:14]1)[C:6]1[C:11]([Cl:12])=[CH:10][CH:9]=[CH:8][CH:7]=1)=[O:4].[ClH:22]. (5) Given the reactants CCN(C(C)C)C(C)C.Cl.[F:11][C:12]1[CH:58]=[CH:57][CH:56]=[C:55]([F:59])[C:13]=1[CH2:14][O:15][C:16]([C:25]1[CH:30]=[CH:29][C:28]([C@:31]2([S:45]([C:48]3[CH:53]=[CH:52][C:51]([F:54])=[CH:50][CH:49]=3)(=[O:47])=[O:46])[CH2:35][CH2:34][N:33]([C:36]([C:38]3([OH:44])[CH2:43][CH2:42][NH:41][CH2:40][CH2:39]3)=[O:37])[CH2:32]2)=[CH:27][CH:26]=1)([C:21]([F:24])([F:23])[F:22])[C:17]([F:20])([F:19])[F:18].F[P-](F)(F)(F)(F)F.N1(O[P+](N(C)C)(N(C)C)N(C)C)C2C=CC=CC=2N=N1.[C:87](O)(=[O:89])[CH3:88], predict the reaction product. The product is: [F:59][C:55]1[CH:56]=[CH:57][CH:58]=[C:12]([F:11])[C:13]=1[CH2:14][O:15][C:16]([C:25]1[CH:26]=[CH:27][C:28]([C@:31]2([S:45]([C:48]3[CH:49]=[CH:50][C:51]([F:54])=[CH:52][CH:53]=3)(=[O:47])=[O:46])[CH2:35][CH2:34][N:33]([C:36]([C:38]3([OH:44])[CH2:43][CH2:42][N:41]([C:87](=[O:89])[CH3:88])[CH2:40][CH2:39]3)=[O:37])[CH2:32]2)=[CH:29][CH:30]=1)([C:17]([F:20])([F:19])[F:18])[C:21]([F:22])([F:24])[F:23]. (6) Given the reactants [CH3:18][O:17][C:14]1[CH:15]=[CH:16][C:11]([S:10][S:10][C:11]2[CH:16]=[CH:15][C:14]([O:17][CH3:18])=[CH:13][CH:12]=2)=[CH:12][CH:13]=1.[C:19]1([Mg]Br)[CH:24]=[CH:23][CH:22]=[CH:21][CH:20]=1, predict the reaction product. The product is: [CH3:18][O:17][C:14]1[CH:13]=[CH:12][C:11]([S:10][C:19]2[CH:24]=[CH:23][CH:22]=[CH:21][CH:20]=2)=[CH:16][CH:15]=1.